This data is from Merck oncology drug combination screen with 23,052 pairs across 39 cell lines. The task is: Regression. Given two drug SMILES strings and cell line genomic features, predict the synergy score measuring deviation from expected non-interaction effect. (1) Drug 1: CCN(CC)CCNC(=O)c1c(C)[nH]c(C=C2C(=O)Nc3ccc(F)cc32)c1C. Drug 2: CS(=O)(=O)CCNCc1ccc(-c2ccc3ncnc(Nc4ccc(OCc5cccc(F)c5)c(Cl)c4)c3c2)o1. Cell line: VCAP. Synergy scores: synergy=24.3. (2) Synergy scores: synergy=17.2. Drug 1: O=S1(=O)NC2(CN1CC(F)(F)F)C1CCC2Cc2cc(C=CCN3CCC(C(F)(F)F)CC3)ccc2C1. Drug 2: CNC(=O)c1cc(Oc2ccc(NC(=O)Nc3ccc(Cl)c(C(F)(F)F)c3)cc2)ccn1. Cell line: SW620. (3) Drug 1: COc1cccc2c1C(=O)c1c(O)c3c(c(O)c1C2=O)CC(O)(C(=O)CO)CC3OC1CC(N)C(O)C(C)O1. Drug 2: Cc1nc(Nc2ncc(C(=O)Nc3c(C)cccc3Cl)s2)cc(N2CCN(CCO)CC2)n1. Cell line: DLD1. Synergy scores: synergy=11.2.